This data is from Peptide-MHC class II binding affinity with 134,281 pairs from IEDB. The task is: Regression. Given a peptide amino acid sequence and an MHC pseudo amino acid sequence, predict their binding affinity value. This is MHC class II binding data. (1) The peptide sequence is VERSKAYSNCYPYDV. The binding affinity (normalized) is 0.0717. The MHC is DRB1_0401 with pseudo-sequence DRB1_0401. (2) The peptide sequence is CGHGNKSSGPNELGRFKH. The MHC is DRB1_0401 with pseudo-sequence DRB1_0401. The binding affinity (normalized) is 0.